This data is from Full USPTO retrosynthesis dataset with 1.9M reactions from patents (1976-2016). The task is: Predict the reactants needed to synthesize the given product. (1) Given the product [Br:1][C:2]1[CH:3]=[CH:4][C:5]([CH2:8][C:9]([NH:24][CH2:23][CH2:22][C:16]2[CH:17]=[C:18]([O:20][CH3:21])[CH:19]=[C:14]([O:13][CH3:12])[CH:15]=2)=[O:11])=[CH:6][CH:7]=1, predict the reactants needed to synthesize it. The reactants are: [Br:1][C:2]1[CH:7]=[CH:6][C:5]([CH2:8][C:9]([OH:11])=O)=[CH:4][CH:3]=1.[CH3:12][O:13][C:14]1[CH:15]=[C:16]([CH2:22][CH2:23][NH2:24])[CH:17]=[C:18]([O:20][CH3:21])[CH:19]=1.CCN(CC)CC.C(P(=O)(OCC)OCC)#N. (2) The reactants are: C([O:4][CH2:5][C:6]1[CH:11]=[C:10]([CH2:12][CH3:13])[CH:9]=[C:8]([C:14]([F:17])([F:16])[F:15])[N:7]=1)(=O)C.[OH-].[Na+]. Given the product [CH2:12]([C:10]1[CH:9]=[C:8]([C:14]([F:17])([F:15])[F:16])[N:7]=[C:6]([CH2:5][OH:4])[CH:11]=1)[CH3:13], predict the reactants needed to synthesize it. (3) The reactants are: [O:1]=[C:2]([C:26]1[CH:31]=[CH:30][CH:29]=[CH:28][CH:27]=1)[CH2:3][O:4][C:5]1[CH:25]=[CH:24][C:8]([CH2:9][O:10][C:11]2[N:16]=[CH:15][C:14](/[CH:17]=[CH:18]/[C:19]([O:21][CH2:22][CH3:23])=[O:20])=[CH:13][CH:12]=2)=[CH:7][CH:6]=1. Given the product [O:1]=[C:2]([C:26]1[CH:27]=[CH:28][CH:29]=[CH:30][CH:31]=1)[CH2:3][O:4][C:5]1[CH:25]=[CH:24][C:8]([CH2:9][O:10][C:11]2[N:16]=[CH:15][C:14]([CH2:17][CH2:18][C:19]([O:21][CH2:22][CH3:23])=[O:20])=[CH:13][CH:12]=2)=[CH:7][CH:6]=1, predict the reactants needed to synthesize it. (4) Given the product [ClH:19].[NH:1]1[C:5]2=[N:6][CH:7]=[CH:8][C:9]([O:10][C:11]3[CH:16]=[CH:15][C:14]([NH:17][C:20]4[C:25]([C:26]([NH:28][C:29]5[CH:34]=[CH:33][C:32]([F:35])=[CH:31][C:30]=5[F:36])=[O:27])=[CH:24][N:23]=[CH:22][CH:21]=4)=[CH:13][C:12]=3[F:18])=[C:4]2[CH:3]=[CH:2]1, predict the reactants needed to synthesize it. The reactants are: [NH:1]1[C:5]2=[N:6][CH:7]=[CH:8][C:9]([O:10][C:11]3[CH:16]=[CH:15][C:14]([NH2:17])=[CH:13][C:12]=3[F:18])=[C:4]2[CH:3]=[CH:2]1.[Cl:19][C:20]1[C:25]([C:26]([NH:28][C:29]2[CH:34]=[CH:33][C:32]([F:35])=[CH:31][C:30]=2[F:36])=[O:27])=[CH:24][N:23]=[CH:22][CH:21]=1.O.C1(C)C=CC(S(O)(=O)=O)=CC=1.Cl. (5) Given the product [F:14][C:9]1[C:8]([O:15][CH2:16][C@H:17]([OH:33])[CH2:18][NH:19][C:20]([CH3:31])([CH3:32])[CH2:21][CH:22]2[CH2:23][C:24]3[C:29](=[CH:28][CH:27]=[CH:26][CH:25]=3)[CH2:30]2)=[C:7]([CH2:6][CH2:5][C:4]([OH:34])=[O:3])[CH:12]=[CH:11][C:10]=1[F:13], predict the reactants needed to synthesize it. The reactants are: C([O:3][C:4](=[O:34])[CH2:5][CH2:6][C:7]1[CH:12]=[CH:11][C:10]([F:13])=[C:9]([F:14])[C:8]=1[O:15][CH2:16][C@H:17]([OH:33])[CH2:18][NH:19][C:20]([CH3:32])([CH3:31])[CH2:21][CH:22]1[CH2:30][C:29]2[C:24](=[CH:25][CH:26]=[CH:27][CH:28]=2)[CH2:23]1)C.[OH-].[Na+].